Dataset: Full USPTO retrosynthesis dataset with 1.9M reactions from patents (1976-2016). Task: Predict the reactants needed to synthesize the given product. (1) The reactants are: [CH3:1][C:2]1([CH3:33])[O:6][C:5]2[CH:7]=[CH:8][C:9]([O:11][CH2:12][CH2:13][CH2:14][CH2:15][O:16][C:17]3[C:22]([Cl:23])=[CH:21][C:20]([O:24]CC4C=CC=CC=4)=[CH:19][C:18]=3[Cl:32])=[CH:10][C:4]=2[O:3]1. Given the product [CH3:1][C:2]1([CH3:33])[O:6][C:5]2[CH:7]=[CH:8][C:9]([O:11][CH2:12][CH2:13][CH2:14][CH2:15][O:16][C:17]3[C:18]([Cl:32])=[CH:19][C:20]([OH:24])=[CH:21][C:22]=3[Cl:23])=[CH:10][C:4]=2[O:3]1, predict the reactants needed to synthesize it. (2) The reactants are: [F:1][C:2]1[CH:3]=[C:4]([CH:8]=[CH:9][C:10]=1[OH:11])[C:5]([OH:7])=[O:6].[F:12][C:13]1[CH:20]=[CH:19][C:16]([CH2:17]Br)=[CH:15][CH:14]=1.C(=O)([O-])[O-].[K+].[K+]. Given the product [F:12][C:13]1[CH:20]=[CH:19][C:16]([CH2:17][O:6][C:5](=[O:7])[C:4]2[CH:8]=[CH:9][C:10]([O:11][CH2:17][C:16]3[CH:19]=[CH:20][C:13]([F:12])=[CH:14][CH:15]=3)=[C:2]([F:1])[CH:3]=2)=[CH:15][CH:14]=1, predict the reactants needed to synthesize it. (3) Given the product [Cl:31][C:2]1[C:11]2[N:12]=[CH:13][N:14]=[CH:15][C:10]=2[C:9]2[CH:8]=[CH:7][C:6]([C:16]([O:18][CH3:19])=[O:17])=[CH:5][C:4]=2[N:3]=1, predict the reactants needed to synthesize it. The reactants are: O=[C:2]1[C:11]2[N:12]=[CH:13][N:14]=[CH:15][C:10]=2[C:9]2[CH:8]=[CH:7][C:6]([C:16]([O:18][CH3:19])=[O:17])=[CH:5][C:4]=2[NH:3]1.CCN(C(C)C)C(C)C.O=P(Cl)(Cl)[Cl:31].O. (4) Given the product [C:22]1([S:19]([CH2:18][C:9]2[C:5]3[C:6](=[O:8])[O:7][CH2:1][NH:3][C:4]=3[C:12]([C:13]3[CH:17]=[CH:16][O:15][CH:14]=3)=[CH:11][CH:10]=2)(=[O:21])=[O:20])[CH:23]=[CH:24][CH:25]=[CH:26][CH:27]=1, predict the reactants needed to synthesize it. The reactants are: [CH2:1]=O.[NH2:3][C:4]1[C:12]([C:13]2[CH:17]=[CH:16][O:15][CH:14]=2)=[CH:11][CH:10]=[C:9]([CH2:18][S:19]([C:22]2[CH:27]=[CH:26][CH:25]=[CH:24][CH:23]=2)(=[O:21])=[O:20])[C:5]=1[C:6]([OH:8])=[O:7]. (5) The reactants are: [O:1]=[C:2]1[CH2:10][C:9]2[C:4](=[CH:5][CH:6]=[CH:7][CH:8]=2)[N:3]1[CH:11]1[CH2:16][CH2:15][N:14]([C@H:17]2[CH2:21][CH2:20][N:19]([C:22]([O:24]C(C)(C)C)=O)[CH2:18]2)[CH2:13][CH2:12]1.FC(F)(F)C(O)=O.[O:36]=[C:37]1[CH2:41][CH2:40][CH2:39][N:38]1[CH2:42][CH2:43]C(O)=O.CCN(C(C)C)C(C)C.CN(C(ON1N=NC2C=CC=NC1=2)=[N+](C)C)C.F[P-](F)(F)(F)(F)F. Given the product [O:36]=[C:37]1[CH2:41][CH2:40][CH2:39][N:38]1[CH2:42][CH2:43][C:22]([N:19]1[CH2:20][CH2:21][C@H:17]([N:14]2[CH2:13][CH2:12][CH:11]([N:3]3[C:4]4[C:9](=[CH:8][CH:7]=[CH:6][CH:5]=4)[CH2:10][C:2]3=[O:1])[CH2:16][CH2:15]2)[CH2:18]1)=[O:24], predict the reactants needed to synthesize it. (6) Given the product [OH:2][C:3]1[CH:20]=[C:19]([C:21]([N:43]2[CH2:38][CH2:39][CH:40]([C:66]([O:68][CH3:69])=[O:67])[CH2:41][CH2:42]2)=[O:23])[CH:18]=[C:17]2[C:4]=1[C@@:5]1([CH3:53])[C@H:14]([CH2:15][S:16]2(=[O:24])=[O:25])[C@:13]2([CH3:26])[C@H:8]([C:9]([CH3:27])([CH3:28])[CH2:10][CH2:11][CH2:12]2)[CH2:7][CH2:6]1, predict the reactants needed to synthesize it. The reactants are: C[O:2][C:3]1[CH:20]=[C:19]([C:21]([OH:23])=O)[CH:18]=[C:17]2[C:4]=1[C@H:5]1[C@H:14]([CH2:15][S:16]2(=[O:25])=[O:24])[C@:13]2([CH3:26])[C@H:8]([C:9]([CH3:28])([CH3:27])[CH2:10][CH2:11][CH2:12]2)[CH2:7][CH2:6]1.CN(C(ON1N=N[C:39]2[CH:40]=[CH:41][CH:42]=[N:43][C:38]1=2)=[N+](C)C)C.F[P-](F)(F)(F)(F)F.[CH3:53]N1CCOCC1.N1([C:66]([O:68][CH3:69])=[O:67])CCCCC1. (7) The reactants are: [F:1][C:2]([F:43])([F:42])[C:3]1[CH:4]=[C:5]([CH:35]=[C:36]([C:38]([F:41])([F:40])[F:39])[CH:37]=1)[C:6]([N:8]1[CH2:13][CH2:12][N:11]([CH2:14][C:15]2[CH:16]=[N:17][NH:18][CH:19]=2)[CH2:10][C@H:9]1[CH2:20][C:21]1[CH:26]=[CH:25][C:24]([CH3:27])=[C:23]([O:28][CH2:29][O:30][CH2:31][CH2:32][O:33][CH3:34])[CH:22]=1)=[O:7].Br[CH2:45][CH2:46][OH:47].C(=O)([O-])[O-].[K+].[K+]. Given the product [F:43][C:2]([F:1])([F:42])[C:3]1[CH:4]=[C:5]([CH:35]=[C:36]([C:38]([F:39])([F:41])[F:40])[CH:37]=1)[C:6]([N:8]1[CH2:13][CH2:12][N:11]([CH2:14][C:15]2[CH:19]=[N:18][N:17]([CH2:45][CH2:46][OH:47])[CH:16]=2)[CH2:10][C@H:9]1[CH2:20][C:21]1[CH:26]=[CH:25][C:24]([CH3:27])=[C:23]([O:28][CH2:29][O:30][CH2:31][CH2:32][O:33][CH3:34])[CH:22]=1)=[O:7], predict the reactants needed to synthesize it.